From a dataset of Forward reaction prediction with 1.9M reactions from USPTO patents (1976-2016). Predict the product of the given reaction. (1) Given the reactants [Ga:1].[N+:2]([O-:5])([OH:4])=[O:3], predict the reaction product. The product is: [N+:2]([O-:5])([O-:4])=[O:3].[Ga+3:1].[N+:2]([O-:5])([O-:4])=[O:3].[N+:2]([O-:5])([O-:4])=[O:3]. (2) Given the reactants C(N(CC)CC)C.[C:8](Cl)(=[O:15])[C:9]1[CH:14]=[CH:13][CH:12]=[CH:11][CH:10]=1.[NH2:17][C:18]1[CH:30]=[C:29]([CH2:31][CH2:32][CH2:33][CH2:34][C:35]2[CH:40]=[CH:39][CH:38]=[CH:37][CH:36]=2)[CH:28]=[CH:27][C:19]=1[C:20]([O:22][C:23]([CH3:26])([CH3:25])[CH3:24])=[O:21], predict the reaction product. The product is: [C:8]([NH:17][C:18]1[CH:30]=[C:29]([CH2:31][CH2:32][CH2:33][CH2:34][C:35]2[CH:36]=[CH:37][CH:38]=[CH:39][CH:40]=2)[CH:28]=[CH:27][C:19]=1[C:20]([O:22][C:23]([CH3:26])([CH3:25])[CH3:24])=[O:21])(=[O:15])[C:9]1[CH:14]=[CH:13][CH:12]=[CH:11][CH:10]=1.